Task: Predict the reactants needed to synthesize the given product.. Dataset: Full USPTO retrosynthesis dataset with 1.9M reactions from patents (1976-2016) (1) Given the product [CH3:1][C:2]1[CH2:13][C:12]2[C:11]([C:14]3[CH:15]=[CH:16][CH:17]=[CH:18][CH:19]=3)=[C:10]3[C:6](=[C:5]([C:20]4[CH:21]=[CH:22][CH:23]=[CH:24][CH:25]=4)[C:4]=2[CH:3]=1)[CH2:7][CH2:8][CH2:9]3, predict the reactants needed to synthesize it. The reactants are: [CH3:1][CH:2]1[CH2:13][C:12]2[C:4](=[C:5]([C:20]3[CH:25]=[CH:24][CH:23]=[CH:22][CH:21]=3)[C:6]3[CH2:7][CH2:8][CH2:9][C:10]=3[C:11]=2[C:14]2[CH:19]=[CH:18][CH:17]=[CH:16][CH:15]=2)[C:3]1=O.[BH4-].[Na+].CO. (2) Given the product [Cl:9][C:6]1[N:5]=[CH:4][N:3]=[C:2]([O:10][CH:11]2[CH2:12][CH2:13][N:14]([C:17]([O:19][CH:20]([CH3:22])[CH3:21])=[O:18])[CH2:15][CH2:16]2)[C:7]=1[CH3:8], predict the reactants needed to synthesize it. The reactants are: Cl[C:2]1[C:7]([CH3:8])=[C:6]([Cl:9])[N:5]=[CH:4][N:3]=1.[OH:10][CH:11]1[CH2:16][CH2:15][N:14]([C:17]([O:19][CH:20]([CH3:22])[CH3:21])=[O:18])[CH2:13][CH2:12]1.CC(C)([O-])C.[K+].